Dataset: Reaction yield outcomes from USPTO patents with 853,638 reactions. Task: Predict the reaction yield, written as a fraction of the theoretical maximum amount of product (1.0 means a 100% yield; for example, 0.34 means a 34% yield). (1) The reactants are [OH:1][C:2]1[CH:3]=[N:4][C:5]([CH3:8])=[CH:6][CH:7]=1.[H-].[Na+].[CH2:11](Br)[C:12]1[CH:17]=[CH:16][CH:15]=[CH:14][CH:13]=1. The catalyst is CN(C)C=O. The product is [CH2:11]([O:1][C:2]1[CH:7]=[CH:6][C:5]([CH3:8])=[N:4][CH:3]=1)[C:12]1[CH:17]=[CH:16][CH:15]=[CH:14][CH:13]=1. The yield is 0.660. (2) The reactants are [C:1]1(=O)[C:10]2[C:5](=[CH:6][CH:7]=[CH:8][CH:9]=2)[CH2:4][CH2:3][O:2]1.C[O-:13].[Na+].[N:15](OCC(C)C)=[O:16].Cl. The catalyst is CO. The product is [CH2:1]1[C:10]2[C:5](=[CH:6][CH:7]=[CH:8][CH:9]=2)[C:4](=[N:15][OH:16])[C:3](=[O:13])[O:2]1. The yield is 0.740. (3) The reactants are [CH:1]1[C:10]2[C:5](=[CH:6][CH:7]=[CH:8][CH:9]=2)[CH:4]=[CH:3][C:2]=1[CH:11]=O.[C:13]([C:16]1[CH:21]=[CH:20][CH:19]=[CH:18][N:17]=1)(=O)[CH3:14].[OH-].[Na+].CO.C([O-])(=O)C.[NH4+:30].[I-].[Br:32][C:33]1[CH:47]=[CH:46][C:36]([C:37](=O)[CH2:38][N+]2C=CC=CC=2)=[CH:35][CH:34]=1. The catalyst is CO. The product is [Br:32][C:33]1[CH:47]=[CH:46][C:36]([C:37]2[N:30]=[C:13]([C:16]3[CH:21]=[CH:20][CH:19]=[CH:18][N:17]=3)[CH:14]=[C:11]([C:2]3[CH:3]=[CH:4][C:5]4[C:10](=[CH:9][CH:8]=[CH:7][CH:6]=4)[CH:1]=3)[CH:38]=2)=[CH:35][CH:34]=1. The yield is 0.230. (4) The reactants are Cl.[Cl:2][C:3]1[CH:8]=[CH:7][C:6]([N+:9]([O-])=O)=[CH:5][C:4]=1[CH2:12][N:13]([CH3:15])[CH3:14]. The catalyst is [Fe].C(O)C.O. The product is [Cl:2][C:3]1[CH:8]=[CH:7][C:6]([NH2:9])=[CH:5][C:4]=1[CH2:12][N:13]([CH3:15])[CH3:14]. The yield is 0.550.